From a dataset of Forward reaction prediction with 1.9M reactions from USPTO patents (1976-2016). Predict the product of the given reaction. (1) Given the reactants [Cl:1][C:2]1[CH:7]=[CH:6][C:5]([S:8]([C:11]([C:13]2[CH:18]=[C:17]([F:19])[CH:16]=[CH:15][C:14]=2[F:20])=[CH2:12])(=[O:10])=[O:9])=[CH:4][CH:3]=1.C[Si](C)(C)[O:23][C:24]([CH:26]=[CH2:27])=[CH2:25].Cl, predict the reaction product. The product is: [Cl:1][C:2]1[CH:7]=[CH:6][C:5]([S:8]([C:11]2([C:13]3[CH:18]=[C:17]([F:19])[CH:16]=[CH:15][C:14]=3[F:20])[CH2:27][CH2:26][C:24](=[O:23])[CH2:25][CH2:12]2)(=[O:10])=[O:9])=[CH:4][CH:3]=1. (2) Given the reactants [Cl:1][C:2]1[CH:7]=[CH:6][C:5]([CH:8]([C:31]2[CH:36]=[CH:35][C:34]([Cl:37])=[CH:33][CH:32]=2)[C:9]2[CH:10]=[C:11]3[C:16](=[CH:17][CH:18]=2)[N:15]=[CH:14][N:13]=[C:12]3[NH:19][CH2:20][C:21]2[CH:26]=[CH:25][CH:24]=[C:23]([C:27]([F:30])([F:29])[F:28])[CH:22]=2)=[CH:4][CH:3]=1, predict the reaction product. The product is: [ClH:1].[Cl:37][C:34]1[CH:35]=[CH:36][C:31]([CH:8]([C:5]2[CH:4]=[CH:3][C:2]([Cl:1])=[CH:7][CH:6]=2)[C:9]2[CH:10]=[C:11]3[C:16](=[CH:17][CH:18]=2)[N:15]=[CH:14][N:13]=[C:12]3[NH:19][CH2:20][C:21]2[CH:26]=[CH:25][CH:24]=[C:23]([C:27]([F:30])([F:29])[F:28])[CH:22]=2)=[CH:32][CH:33]=1. (3) The product is: [CH2:24]([O:11][C:10]([C:7]1([C:4]2[CH:5]=[CH:6][C:1]([C:13]3[CH:14]=[CH:15][CH:16]=[CH:17][CH:18]=3)=[CH:2][CH:3]=2)[CH2:9][CH2:8]1)=[O:12])[CH3:25]. Given the reactants [C:1]1([C:13]2[CH:18]=[CH:17][CH:16]=[CH:15][CH:14]=2)[CH:6]=[CH:5][C:4]([C:7]2([C:10]([OH:12])=[O:11])[CH2:9][CH2:8]2)=[CH:3][CH:2]=1.S(=O)(=O)(O)O.[CH2:24](O)[CH3:25], predict the reaction product. (4) Given the reactants [F:1][C:2]1[CH:7]=[CH:6][CH:5]=[C:4]([F:8])[C:3]=1[N:9]1[C:14]2[N:15]=[C:16](S(C)(=O)=O)[N:17]=[C:18]([C:19]3[CH:24]=[CH:23][C:22]([F:25])=[CH:21][C:20]=3[CH3:26])[C:13]=2[CH:12]=[CH:11][C:10]1=[O:31].[NH2:32][C:33]([CH3:37])([CH3:36])[CH2:34][OH:35], predict the reaction product. The product is: [F:25][C:22]1[CH:23]=[CH:24][C:19]([C:18]2[C:13]3[CH:12]=[CH:11][C:10](=[O:31])[N:9]([C:3]4[C:2]([F:1])=[CH:7][CH:6]=[CH:5][C:4]=4[F:8])[C:14]=3[N:15]=[C:16]([NH:32][C:33]([CH3:37])([CH3:36])[CH2:34][OH:35])[N:17]=2)=[C:20]([CH3:26])[CH:21]=1. (5) Given the reactants [CH3:1][N:2]1[CH:6]=[CH:5][C:4]([NH:7][C:8]([C:10]2[CH:20]=[C:19]([O:21][C:22]3[CH:27]=[CH:26][C:25]([C:28](=[NH:31])[NH:29][OH:30])=[C:24](F)[CH:23]=3)[C:13]3[CH2:14][C:15]([CH3:18])([CH3:17])[O:16][C:12]=3[CH:11]=2)=[O:9])=[N:3]1.CN1C=CC(NC(C2C=C(OC3C=CC(C#N)=CC=3)C3CC(C)(C)OC=3C=2)=O)=N1, predict the reaction product. The product is: [CH3:1][N:2]1[CH:6]=[CH:5][C:4]([NH:7][C:8]([C:10]2[CH:20]=[C:19]([O:21][C:22]3[CH:27]=[CH:26][C:25]([C:28](=[NH:31])[NH:29][OH:30])=[CH:24][CH:23]=3)[C:13]3[CH2:14][C:15]([CH3:18])([CH3:17])[O:16][C:12]=3[CH:11]=2)=[O:9])=[N:3]1. (6) Given the reactants C(OP([CH2:9][C:10]([O:12][CH3:13])=[O:11])(OCC)=O)C.[H-].[Na+].[CH3:16][N:17]1[CH:21]=[C:20]([CH:22]=O)[N:19]=[CH:18]1, predict the reaction product. The product is: [CH3:16][N:17]1[CH:21]=[C:20](/[CH:22]=[CH:9]/[C:10]([O:12][CH3:13])=[O:11])[N:19]=[CH:18]1. (7) The product is: [OH:35][CH2:34][CH2:33][O:32][C:28]1[C:27]([CH3:36])=[CH:26][C:25]([C:15]2[N:14]([C:11]3[CH:12]=[CH:13][C:8]([NH:7][C:1](=[O:5])[CH:2]([CH3:4])[CH3:3])=[CH:9][CH:10]=3)[C:23](=[O:24])[C:22]3[C:17](=[CH:18][CH:19]=[CH:20][CH:21]=3)[N:16]=2)=[CH:30][C:29]=1[CH3:31]. Given the reactants [C:1](Cl)(=[O:5])[CH:2]([CH3:4])[CH3:3].[NH2:7][C:8]1[CH:13]=[CH:12][C:11]([N:14]2[C:23](=[O:24])[C:22]3[C:17](=[CH:18][CH:19]=[CH:20][CH:21]=3)[N:16]=[C:15]2[C:25]2[CH:30]=[C:29]([CH3:31])[C:28]([O:32][CH2:33][CH2:34][OH:35])=[C:27]([CH3:36])[CH:26]=2)=[CH:10][CH:9]=1, predict the reaction product. (8) Given the reactants [Cl:1][CH2:2][CH2:3][CH2:4][S:5]([N:8]1[CH2:13][CH2:12][CH:11]([NH:14][C:15]2[N:24]=[CH:23][C:22]3[CH2:21][CH2:20][C:19]4[C:25]([C:29]([NH:31][C:32]5[C:37]([CH2:38][CH3:39])=[CH:36][CH:35]=[CH:34][C:33]=5[CH2:40][CH3:41])=[O:30])=[N:26][N:27]([CH3:28])[C:18]=4[C:17]=3[N:16]=2)[CH2:10][CH2:9]1)(=[O:7])=[O:6].[CH3:42][NH2:43], predict the reaction product. The product is: [ClH:1].[CH2:38]([C:37]1[CH:36]=[CH:35][CH:34]=[C:33]([CH2:40][CH3:41])[C:32]=1[NH:31][C:29]([C:25]1[C:19]2[CH2:20][CH2:21][C:22]3[CH:23]=[N:24][C:15]([NH:14][CH:11]4[CH2:12][CH2:13][N:8]([S:5]([CH2:4][CH2:3][CH2:2][NH:43][CH3:42])(=[O:7])=[O:6])[CH2:9][CH2:10]4)=[N:16][C:17]=3[C:18]=2[N:27]([CH3:28])[N:26]=1)=[O:30])[CH3:39].